From a dataset of Peptide-MHC class II binding affinity with 134,281 pairs from IEDB. Regression. Given a peptide amino acid sequence and an MHC pseudo amino acid sequence, predict their binding affinity value. This is MHC class II binding data. The MHC is HLA-DQA10401-DQB10402 with pseudo-sequence HLA-DQA10401-DQB10402. The binding affinity (normalized) is 0.495. The peptide sequence is AAALAGTTVYGAFAA.